This data is from Catalyst prediction with 721,799 reactions and 888 catalyst types from USPTO. The task is: Predict which catalyst facilitates the given reaction. (1) Reactant: [CH3:1][N:2]([CH3:32])[C:3](=O)[C:4]1[CH:9]=[CH:8][CH:7]=[C:6]([CH2:10][N:11]2[C:19]3[C:14](=[CH:15][C:16]([C:20]([OH:29])([C:25]([F:28])([F:27])[F:26])[C:21]([F:24])([F:23])[F:22])=[CH:17][CH:18]=3)[CH:13]=[C:12]2[CH3:30])[CH:5]=1.CSC.B.CO. Product: [CH3:1][N:2]([CH2:3][C:4]1[CH:5]=[C:6]([CH:7]=[CH:8][CH:9]=1)[CH2:10][N:11]1[C:19]2[C:14](=[CH:15][C:16]([C:20]([OH:29])([C:25]([F:27])([F:28])[F:26])[C:21]([F:23])([F:22])[F:24])=[CH:17][CH:18]=2)[CH:13]=[C:12]1[CH3:30])[CH3:32]. The catalyst class is: 1. (2) Reactant: [C:1]([C:3]1[CH:4]([C:18]2[CH:23]=[CH:22][C:21]([CH3:24])=[CH:20][CH:19]=2)[C:5]([C:14]([O:16][CH3:17])=[O:15])=[C:6]([CH3:13])[NH:7][C:8]=1[CH2:9][CH:10]([CH3:12])[CH3:11])#[N:2].[N+]([O-])(O)=O.C(OCC)(=O)C.[OH-].[Na+]. Product: [C:1]([C:3]1[C:8]([CH2:9][CH:10]([CH3:12])[CH3:11])=[N:7][C:6]([CH3:13])=[C:5]([C:4]=1[C:18]1[CH:19]=[CH:20][C:21]([CH3:24])=[CH:22][CH:23]=1)[C:14]([O:16][CH3:17])=[O:15])#[N:2]. The catalyst class is: 12. (3) Reactant: C([N:3]1[CH2:8][CH2:7][CH2:6][CH2:5][CH:4]1[C:9](O)=O)=O.S(Cl)(C1C=CC(C)=CC=1)(=O)=O.C(N(CC)CC)C.[CH3:30][O:31][C:32](=[O:36])[C:33](Cl)=[CH2:34]. Product: [C:33]1([C:32]([O:31][CH3:30])=[O:36])[CH:9]=[CH:4][N:3]2[C:34]=1[CH2:5][CH2:6][CH2:7][CH2:8]2. The catalyst class is: 68. (4) Product: [Br:20][C:18]1[CH:17]=[CH:16][C:13]2[C:14]3[N:15]=[C:6]([C:4]([OH:5])=[O:3])[S:7][C:8]=3[CH2:9][CH2:10][O:11][C:12]=2[CH:19]=1. Reactant: C([O:3][C:4]([C:6]1[S:7][C:8]2[CH2:9][CH2:10][O:11][C:12]3[CH:19]=[C:18]([Br:20])[CH:17]=[CH:16][C:13]=3[C:14]=2[N:15]=1)=[O:5])C.CO.O.[OH-].[Na+]. The catalyst class is: 1.